This data is from Reaction yield outcomes from USPTO patents with 853,638 reactions. The task is: Predict the reaction yield, written as a fraction of the theoretical maximum amount of product (1.0 means a 100% yield; for example, 0.34 means a 34% yield). The reactants are [CH3:1][O:2][C:3]1[CH:4]=[C:5]([CH2:9][C:10](O)=O)[CH:6]=[CH:7][CH:8]=1.[C:13]1([NH:19][C:20](=[S:23])[NH:21][NH2:22])[CH:18]=[CH:17][CH:16]=[CH:15][CH:14]=1. No catalyst specified. The product is [CH3:1][O:2][C:3]1[CH:4]=[C:5]([CH:6]=[CH:7][CH:8]=1)[CH2:9][C:10]1[N:19]([C:13]2[CH:14]=[CH:15][CH:16]=[CH:17][CH:18]=2)[C:20](=[S:23])[NH:21][N:22]=1. The yield is 0.160.